From a dataset of Reaction yield outcomes from USPTO patents with 853,638 reactions. Predict the reaction yield, written as a fraction of the theoretical maximum amount of product (1.0 means a 100% yield; for example, 0.34 means a 34% yield). (1) The reactants are [CH2:1]([O:3][C:4](=[O:25])[C:5]([N:22]=[N+]=[N-])=[CH:6][C:7]1[O:8][C:9]([C:12]2[CH:17]=[CH:16][CH:15]=[C:14]([C:18]([F:21])([F:20])[F:19])[CH:13]=2)=[CH:10][CH:11]=1)[CH3:2]. The catalyst is CC1C=CC(C)=CC=1. The product is [CH2:1]([O:3][C:4]([C:5]1[NH:22][C:11]2[CH:10]=[C:9]([C:12]3[CH:17]=[CH:16][CH:15]=[C:14]([C:18]([F:21])([F:20])[F:19])[CH:13]=3)[O:8][C:7]=2[CH:6]=1)=[O:25])[CH3:2]. The yield is 0.960. (2) The reactants are [NH2:1][C:2]1[N:10]=[C:9]([O:11][CH3:12])[CH:8]=[C:7]([O:13][CH3:14])[C:3]=1[C:4]([NH2:6])=[O:5].[O:15]([CH2:23][CH2:24][O:25][C:26]1[C:33]([CH3:34])=[CH:32][C:29]([CH:30]=O)=[CH:28][C:27]=1[CH3:35])[Si](C(C)(C)C)(C)C.OS([O-])=O.[Na+].CC1C=CC(S(O)(=O)=O)=CC=1.CCCC[N+](CCCC)(CCCC)CCCC.[F-]. The catalyst is CN(C)C(=O)C.C1COCC1.O. The product is [OH:15][CH2:23][CH2:24][O:25][C:26]1[C:33]([CH3:34])=[CH:32][C:29]([C:30]2[NH:6][C:4](=[O:5])[C:3]3[C:7]([O:13][CH3:14])=[CH:8][C:9]([O:11][CH3:12])=[N:10][C:2]=3[N:1]=2)=[CH:28][C:27]=1[CH3:35]. The yield is 0.0600. (3) The reactants are [NH:1]1[CH2:6][CH2:5][CH:4]([CH2:7][OH:8])[CH2:3][CH2:2]1.Cl[CH2:10][CH2:11][CH2:12][O:13][C:14]1[CH:23]=[C:22]2[C:17]([C:18]([NH:24][C:25]3[NH:29][N:28]=[C:27]([CH2:30][C:31]([NH:33][C:34]4[CH:39]=[CH:38][CH:37]=[C:36]([F:40])[CH:35]=4)=[O:32])[CH:26]=3)=[N:19][CH:20]=[N:21]2)=[CH:16][C:15]=1[O:41][CH3:42]. The catalyst is CC(N(C)C)=O. The product is [F:40][C:36]1[CH:35]=[C:34]([NH:33][C:31](=[O:32])[CH2:30][C:27]2[NH:28][N:29]=[C:25]([NH:24][C:18]3[C:17]4[C:22](=[CH:23][C:14]([O:13][CH2:12][CH2:11][CH2:10][N:1]5[CH2:6][CH2:5][CH:4]([CH2:7][OH:8])[CH2:3][CH2:2]5)=[C:15]([O:41][CH3:42])[CH:16]=4)[N:21]=[CH:20][N:19]=3)[CH:26]=2)[CH:39]=[CH:38][CH:37]=1. The yield is 0.570. (4) The reactants are [CH3:1][N:2]([CH3:24])[CH2:3][CH2:4][NH:5][C:6]([C:8]1[C:16]2[N:15]=[C:14]([C:17]3[S:18][CH:19]=[CH:20][CH:21]=3)[NH:13][C:12]=2[C:11]([O:22]C)=[CH:10][CH:9]=1)=[O:7].B(Br)(Br)Br. No catalyst specified. The product is [CH3:1][N:2]([CH3:24])[CH2:3][CH2:4][NH:5][C:6]([C:8]1[C:16]2[N:15]=[C:14]([C:17]3[S:18][CH:19]=[CH:20][CH:21]=3)[NH:13][C:12]=2[C:11]([OH:22])=[CH:10][CH:9]=1)=[O:7]. The yield is 0.350.